Dataset: Catalyst prediction with 721,799 reactions and 888 catalyst types from USPTO. Task: Predict which catalyst facilitates the given reaction. (1) Reactant: [Cl:1][C:2]1[CH:24]=[C:23]([Cl:25])[C:22]([C:26]2[CH:31]=[CH:30][C:29]([F:32])=[CH:28][N:27]=2)=[CH:21][C:3]=1[C:4]([NH:6][C:7]1[N:11]([C:12]2[CH:17]=[CH:16][CH:15]=[CH:14][CH:13]=2)[N:10]=[C:9]([C:18]([OH:20])=O)[CH:8]=1)=[O:5].[CH2:33]([CH2:35][NH2:36])[OH:34].CN(C(ON1N=NC2C=CC=NC1=2)=[N+](C)C)C.F[P-](F)(F)(F)(F)F.C(N(CC)CC)C. Product: [NH3:6].[Cl:1][C:2]1[CH:24]=[C:23]([Cl:25])[C:22]([C:26]2[CH:31]=[CH:30][C:29]([F:32])=[CH:28][N:27]=2)=[CH:21][C:3]=1[C:4]([NH:6][C:7]1[N:11]([C:12]2[CH:17]=[CH:16][CH:15]=[CH:14][CH:13]=2)[N:10]=[C:9]([C:18]([NH:36][CH2:35][CH2:33][OH:34])=[O:20])[CH:8]=1)=[O:5]. The catalyst class is: 9. (2) Reactant: [NH2:1][C:2]1[CH:7]=[C:6]([F:8])[CH:5]=[CH:4][C:3]=1[C:9]([NH:11][C@@H:12]([CH:17]1[CH2:22][CH2:21][CH2:20][CH2:19][CH2:18]1)[C:13]([O:15][CH3:16])=[O:14])=[O:10].[Br:23][C:24]1[CH:25]=[C:26]([CH3:34])[C:27]([N:31]=[C:32]=[O:33])=[C:28]([CH3:30])[CH:29]=1.CCCCCC.C(OCC)(=O)C. Product: [Br:23][C:24]1[CH:29]=[C:28]([CH3:30])[C:27]([NH:31][C:32]([NH:1][C:2]2[CH:7]=[C:6]([F:8])[CH:5]=[CH:4][C:3]=2[C:9]([NH:11][C@@H:12]([CH:17]2[CH2:22][CH2:21][CH2:20][CH2:19][CH2:18]2)[C:13]([O:15][CH3:16])=[O:14])=[O:10])=[O:33])=[C:26]([CH3:34])[CH:25]=1. The catalyst class is: 17.